This data is from Forward reaction prediction with 1.9M reactions from USPTO patents (1976-2016). The task is: Predict the product of the given reaction. (1) Given the reactants [CH3:1][O:2][C:3]1[CH:8]=[CH:7][CH:6]=[CH:5][C:4]=1[C:9]1[C:17]2[C:12](=[N:13][CH:14]=[C:15]([C:18]3[CH:19]=[N:20][CH:21]=[C:22]([CH:26]=3)[C:23](O)=[O:24])[CH:16]=2)[NH:11][N:10]=1.C1[CH:32]=[CH:31][C:30]([CH2:33][NH:34]S(C2C=CC3N=NN(O)C=3C=2)(=O)=O)=CC=1.Cl.CCN=C=NCCCN(C)C.Cl.N1CCCC1, predict the reaction product. The product is: [CH3:1][O:2][C:3]1[CH:8]=[CH:7][CH:6]=[CH:5][C:4]=1[C:9]1[C:17]2[C:12](=[N:13][CH:14]=[C:15]([C:18]3[CH:26]=[C:22]([C:23]([N:34]4[CH2:33][CH2:30][CH2:31][CH2:32]4)=[O:24])[CH:21]=[N:20][CH:19]=3)[CH:16]=2)[NH:11][N:10]=1. (2) The product is: [CH3:29][S:30]([NH:33][C:24](=[O:25])[C:23]1[CH:22]=[CH:21][C:20]([CH2:19][N:11]([S:8]([C:5]2[CH:4]=[CH:3][C:2]([Cl:1])=[CH:7][CH:6]=2)(=[O:9])=[O:10])[CH2:12][C:13]2[CH:18]=[CH:17][CH:16]=[CH:15][N:14]=2)=[CH:28][CH:27]=1)(=[O:32])=[O:31]. Given the reactants [Cl:1][C:2]1[CH:7]=[CH:6][C:5]([S:8]([N:11]([CH2:19][C:20]2[CH:28]=[CH:27][C:23]([C:24](O)=[O:25])=[CH:22][CH:21]=2)[CH2:12][C:13]2[CH:18]=[CH:17][CH:16]=[CH:15][N:14]=2)(=[O:10])=[O:9])=[CH:4][CH:3]=1.[CH3:29][S:30]([NH2:33])(=[O:32])=[O:31], predict the reaction product. (3) Given the reactants C1(C[N:8]2[CH2:13][CH2:12][C:11](=O)[CH2:10][CH2:9]2)C=CC=CC=1.[CH3:15][N:16]1[CH2:21][CH2:20][NH:19][CH2:18][CH2:17]1.[C:30](O[C:30]([O:32][C:33]([CH3:36])([CH3:35])[CH3:34])=[O:31])([O:32][C:33]([CH3:36])([CH3:35])[CH3:34])=[O:31], predict the reaction product. The product is: [CH3:15][N:16]1[CH2:21][CH2:20][N:19]([CH:11]2[CH2:12][CH2:13][N:8]([C:30]([O:32][C:33]([CH3:34])([CH3:35])[CH3:36])=[O:31])[CH2:9][CH2:10]2)[CH2:18][CH2:17]1.